This data is from Experimentally validated miRNA-target interactions with 360,000+ pairs, plus equal number of negative samples. The task is: Binary Classification. Given a miRNA mature sequence and a target amino acid sequence, predict their likelihood of interaction. (1) The miRNA is hsa-miR-3121-3p with sequence UAAAUAGAGUAGGCAAAGGACA. The protein sequence of the target gene is MDVTSSSGGGGDPRQIEETKPLLGGDVSAPEGTKMGAVPCRRALLLCNGMRYKLLQEGDIQVCVIRHPRTFLSKILTSKFLRRWEPHHLTLADNSLASATPTGYMENSVSYSAIEDVQLLSWENAPKYCLQLTIPGGTVLLQAANSYLRDQWFHSLQWKKKIYKYKKVLSNPSRWEVVLKEIRTLVDMALTSPLQDDSINQAPLEIVSKLLSENTNLTTQEHENIIVAIAPLLENNHPPPDLCEFFCKHCRERPRSMVVIEVFTPVVQRILKHNMDFGKCPRLRLFTQEYILALNELNAG.... Result: 1 (interaction). (2) Result: 0 (no interaction). The miRNA is hsa-miR-5687 with sequence UUAGAACGUUUUAGGGUCAAAU. The protein sequence of the target gene is MPPGGGGPMKDCEYSQISTHSSSPMESPHKKKKIAARRKWEVFPGRNKFFCNGRIMMARQTGVFYLTLVLILVTSGLFFAFDCPYLAVKITPAIPAVAGILFFFVMGTLLRTSFSDPGVLPRATPDEAADLERQIDIANGTSSGGYRPPPRTKEVIINGQTVKLKYCFTCKIFRPPRASHCSLCDNCVERFDHHCPWVGNCVGKRNYRFFYMFILSLSFLTVFIFAFVITHVILRSQQTGFLNALKDSPASVLEAVVCFFSVWSIVGLSGFHTYLISSNQTTNEDIKGSWSNKRGKENYN....